Task: Predict the reactants needed to synthesize the given product.. Dataset: Full USPTO retrosynthesis dataset with 1.9M reactions from patents (1976-2016) (1) Given the product [Cl:3][C:21]1[N:20]=[CH:19][N:18]=[C:17]2[N:13]([C:11]3[CH:12]=[C:7]([F:6])[CH:8]=[CH:9][C:10]=3[CH3:23])[N:14]=[CH:15][C:16]=12, predict the reactants needed to synthesize it. The reactants are: P(Cl)(Cl)([Cl:3])=O.[F:6][C:7]1[CH:8]=[CH:9][C:10]([CH3:23])=[C:11]([N:13]2[C:17]3[N:18]=[CH:19][NH:20][C:21](=O)[C:16]=3[CH:15]=[N:14]2)[CH:12]=1. (2) The reactants are: [CH:1]([O:4][C:5]1[CH:10]=[CH:9][C:8]([S:11]([CH3:14])(=[O:13])=[O:12])=[CH:7][C:6]=1[N:15]=[C:16]=[S:17])([CH3:3])[CH3:2].CC1C=CC(C([NH2:25])=O)=CC=1NC(N)=S. Given the product [CH:1]([O:4][C:5]1[CH:10]=[CH:9][C:8]([S:11]([CH3:14])(=[O:13])=[O:12])=[CH:7][C:6]=1[NH:15][C:16]([NH2:25])=[S:17])([CH3:3])[CH3:2], predict the reactants needed to synthesize it. (3) Given the product [ClH:1].[ClH:1].[NH2:9][CH2:10][C:11]([NH:13][C@@H:14]1[CH2:18][CH2:17][N:16]([CH2:19][C:20]2[C:28]3[C:23](=[CH:24][CH:25]=[CH:26][CH:27]=3)[NH:22][CH:21]=2)[CH2:15]1)=[O:12], predict the reactants needed to synthesize it. The reactants are: [ClH:1].C(OC([NH:9][CH2:10][C:11]([NH:13][C@@H:14]1[CH2:18][CH2:17][N:16]([CH2:19][C:20]2[C:28]3[C:23](=[CH:24][CH:25]=[CH:26][CH:27]=3)[NH:22][CH:21]=2)[CH2:15]1)=[O:12])=O)(C)(C)C.Cl.O1CCOCC1. (4) Given the product [CH2:8]([O:7][CH2:6][C@@H:4]1[CH2:3][O:5]1)[C:9]1[CH:14]=[CH:13][CH:12]=[CH:11][CH:10]=1, predict the reactants needed to synthesize it. The reactants are: [H-].[Na+].[CH2:3]1[O:5][CH:4]1[CH2:6][OH:7].[CH2:8](Cl)[C:9]1[CH:14]=[CH:13][CH:12]=[CH:11][CH:10]=1.O. (5) Given the product [F:43][C:44]1[C:52]2[C:47](=[CH:48][C:49]([C:54]3[CH:62]=[CH:61][CH:60]=[C:59]4[C:55]=3[CH:56]=[CH:57][NH:58]4)=[CH:50][C:51]=2[NH:53][C:7]([C:5]2[N:6]=[C:2]([CH3:1])[S:3][CH:4]=2)=[O:9])[NH:46][N:45]=1, predict the reactants needed to synthesize it. The reactants are: [CH3:1][C:2]1[S:3][CH:4]=[C:5]([C:7]([OH:9])=O)[N:6]=1.CN(C(ON1N=NC2C=CC=NC1=2)=[N+](C)C)C.F[P-](F)(F)(F)(F)F.CCN(C(C)C)C(C)C.[F:43][C:44]1[C:52]2[C:51]([NH2:53])=[CH:50][C:49]([C:54]3[CH:62]=[CH:61][CH:60]=[C:59]4[C:55]=3[CH:56]=[CH:57][NH:58]4)=[CH:48][C:47]=2[NH:46][N:45]=1. (6) The reactants are: [CH2:1]([S:3][C:4]1[N:5]([CH3:11])[C:6]([CH2:9][OH:10])=[CH:7][N:8]=1)[CH3:2]. Given the product [CH2:1]([S:3][C:4]1[N:5]([CH3:11])[C:6]([CH:9]=[O:10])=[CH:7][N:8]=1)[CH3:2], predict the reactants needed to synthesize it.